This data is from Reaction yield outcomes from USPTO patents with 853,638 reactions. The task is: Predict the reaction yield, written as a fraction of the theoretical maximum amount of product (1.0 means a 100% yield; for example, 0.34 means a 34% yield). (1) The reactants are Br[C:2]1[CH:7]=[CH:6][C:5]([Br:8])=[CH:4][N:3]=1.[F:9][C:10]1[CH:15]=[C:14]([F:16])[CH:13]=[CH:12][C:11]=1B(O)O.C(=O)([O-])[O-].[Na+].[Na+]. The catalyst is C1C=CC([P]([Pd]([P](C2C=CC=CC=2)(C2C=CC=CC=2)C2C=CC=CC=2)([P](C2C=CC=CC=2)(C2C=CC=CC=2)C2C=CC=CC=2)[P](C2C=CC=CC=2)(C2C=CC=CC=2)C2C=CC=CC=2)(C2C=CC=CC=2)C2C=CC=CC=2)=CC=1.O1CCCC1. The product is [Br:8][C:5]1[CH:6]=[CH:7][C:2]([C:13]2[CH:12]=[CH:11][C:10]([F:9])=[CH:15][C:14]=2[F:16])=[N:3][CH:4]=1. The yield is 0.830. (2) The reactants are [NH2:1][C:2]1[N:3]([CH2:24][C:25]2[CH:30]=[CH:29][CH:28]=[CH:27][CH:26]=2)[C:4](=[O:23])[C:5]2([C:15]3[C:10](=[CH:11][CH:12]=[C:13](Br)[CH:14]=3)[O:9][CH:8]([C:17]3[CH:22]=[CH:21][CH:20]=[CH:19][CH:18]=3)[CH2:7]2)[N:6]=1.C([O-])([O-])=O.[Cs+].[Cs+].[C:37]([C:39]1[CH:40]=[C:41](B(O)O)[CH:42]=[CH:43][CH:44]=1)#[N:38]. The catalyst is O1CCOCC1. The product is [NH2:1][C:2]1[N:3]([CH2:24][C:25]2[CH:30]=[CH:29][CH:28]=[CH:27][CH:26]=2)[C:4](=[O:23])[C@@:5]2([C:15]3[C:10](=[CH:11][CH:12]=[C:13]([C:43]4[CH:44]=[C:39]([CH:40]=[CH:41][CH:42]=4)[C:37]#[N:38])[CH:14]=3)[O:9][C@@H:8]([C:17]3[CH:22]=[CH:21][CH:20]=[CH:19][CH:18]=3)[CH2:7]2)[N:6]=1.[NH2:1][C:2]1[N:3]([CH2:24][C:25]2[CH:30]=[CH:29][CH:28]=[CH:27][CH:26]=2)[C:4](=[O:23])[C@@:5]2([C:15]3[C:10](=[CH:11][CH:12]=[C:13]([C:43]4[CH:44]=[C:39]([CH:40]=[CH:41][CH:42]=4)[C:37]#[N:38])[CH:14]=3)[O:9][C@H:8]([C:17]3[CH:22]=[CH:21][CH:20]=[CH:19][CH:18]=3)[CH2:7]2)[N:6]=1. The yield is 0.330. (3) The reactants are C(O)(C(F)(F)F)=O.[NH2:8][C:9]1[CH:10]=[C:11]([C:16]2[C:17](=[O:38])[N:18]([CH2:36][CH3:37])[C:19]3[C:24]([CH:25]=2)=[CH:23][N:22]=[C:21]([NH:26]CC2C=CC(OC)=CC=2)[CH:20]=3)[CH:12]=[CH:13][C:14]=1[F:15].C([O-])(O)=O.[Na+]. The catalyst is C(Cl)Cl. The product is [NH2:26][C:21]1[CH:20]=[C:19]2[C:24]([CH:25]=[C:16]([C:11]3[CH:12]=[CH:13][C:14]([F:15])=[C:9]([NH2:8])[CH:10]=3)[C:17](=[O:38])[N:18]2[CH2:36][CH3:37])=[CH:23][N:22]=1. The yield is 0.320. (4) The reactants are [CH3:1][C:2]1[N:3]=[CH:4][C:5]2[C:10]([CH:11]=1)=[C:9]([NH:12][C:13]([NH:15][CH:16]1[CH2:20][CH2:19][NH:18][CH2:17]1)=[O:14])[CH:8]=[CH:7][CH:6]=2.[F:21][C:22]([F:32])([F:31])[C:23]1[CH:30]=[CH:29][CH:28]=[CH:27][C:24]=1[CH:25]=O.C(O[BH-](OC(=O)C)OC(=O)C)(=O)C.[Na+].C(=O)([O-])O.[Na+].[N-]=C=O. The catalyst is ClCCl. The product is [CH3:1][C:2]1[N:3]=[CH:4][C:5]2[C:10]([CH:11]=1)=[C:9]([NH:12][C:13]([NH:15][CH:16]1[CH2:20][CH2:19][N:18]([CH2:25][C:24]3[CH:27]=[CH:28][CH:29]=[CH:30][C:23]=3[C:22]([F:21])([F:31])[F:32])[CH2:17]1)=[O:14])[CH:8]=[CH:7][CH:6]=2. The yield is 0.560. (5) The yield is 0.920. The reactants are C(B1O[C:9]([CH3:11])([CH3:10])[C:6]([CH3:8])([CH3:7])O1)(C)=C.C(=O)([O-])[O-].[K+].[K+].ClC1C=[C:22]([C:35]2[N:40]=[C:39]([CH3:41])[N:38]=[C:37]([N:42]([CH2:52][C:53]3[CH:58]=[CH:57][C:56]([O:59][CH3:60])=[CH:55][CH:54]=3)[CH2:43][C:44]3[CH:49]=[CH:48][C:47]([O:50][CH3:51])=[CH:46][CH:45]=3)[N:36]=2)[C:23]([NH:26][C:27]2[CH:28]=[N:29][C:30]([O:33][CH3:34])=[CH:31][CH:32]=2)=[N:24]C=1. The catalyst is O1CCOCC1.O. The product is [CH3:51][O:50][C:47]1[CH:46]=[CH:45][C:44]([CH2:43][N:42]([CH2:52][C:53]2[CH:54]=[CH:55][C:56]([O:59][CH3:60])=[CH:57][CH:58]=2)[C:37]2[N:36]=[C:35]([C:22]3[C:23]([NH:26][C:27]4[CH:28]=[N:29][C:30]([O:33][CH3:34])=[CH:31][CH:32]=4)=[N:24][CH:11]=[C:9]([C:6]([CH3:7])=[CH2:8])[CH:10]=3)[N:40]=[C:39]([CH3:41])[N:38]=2)=[CH:49][CH:48]=1.